Dataset: Full USPTO retrosynthesis dataset with 1.9M reactions from patents (1976-2016). Task: Predict the reactants needed to synthesize the given product. Given the product [C:1]([O:5][C:6]([N:8]1[CH2:14][CH2:13][C:12]2[CH:15]=[C:16]([Cl:20])[C:17]([NH2:19])=[CH:18][C:11]=2[CH2:10][CH2:9]1)=[O:7])([CH3:4])([CH3:2])[CH3:3], predict the reactants needed to synthesize it. The reactants are: [C:1]([O:5][C:6]([N:8]1[CH2:14][CH2:13][C:12]2[CH:15]=[CH:16][C:17]([NH2:19])=[CH:18][C:11]=2[CH2:10][CH2:9]1)=[O:7])([CH3:4])([CH3:3])[CH3:2].[Cl:20]N1C(=O)CCC1=O.O.CCOC(C)=O.